This data is from Forward reaction prediction with 1.9M reactions from USPTO patents (1976-2016). The task is: Predict the product of the given reaction. (1) Given the reactants Cl[C:2]1[N:7]=[C:6]([NH:8][CH:9]2[CH2:26][CH2:25][C:12]3([CH2:17][CH2:16][N:15]([C:18]([O:20][C:21]([CH3:24])([CH3:23])[CH3:22])=[O:19])[CH2:14][CH2:13]3)[CH2:11][CH2:10]2)[C:5]([Cl:27])=[CH:4][N:3]=1.[CH:28]1([CH2:31][N:32]2[CH:36]=[C:35]([NH2:37])[CH:34]=[N:33]2)[CH2:30][CH2:29]1.FC(F)(F)C(O)=O, predict the reaction product. The product is: [Cl:27][C:5]1[C:6]([NH:8][CH:9]2[CH2:10][CH2:11][C:12]3([CH2:17][CH2:16][N:15]([C:18]([O:20][C:21]([CH3:22])([CH3:24])[CH3:23])=[O:19])[CH2:14][CH2:13]3)[CH2:25][CH2:26]2)=[N:7][C:2]([NH:37][C:35]2[CH:34]=[N:33][N:32]([CH2:31][CH:28]3[CH2:30][CH2:29]3)[CH:36]=2)=[N:3][CH:4]=1. (2) Given the reactants [CH2:1](Br)[C:2]1[CH:7]=[CH:6][CH:5]=[CH:4][CH:3]=1.[Br:9][C:10]1[CH:15]=[C:14]([Cl:16])[CH:13]=[CH:12][C:11]=1[OH:17].C(=O)([O-])[O-].[K+].[K+], predict the reaction product. The product is: [Br:9][C:10]1[CH:15]=[C:14]([Cl:16])[CH:13]=[CH:12][C:11]=1[O:17][CH2:1][C:2]1[CH:7]=[CH:6][CH:5]=[CH:4][CH:3]=1.